From a dataset of M1 muscarinic receptor antagonist screen with 61,756 compounds. Binary Classification. Given a drug SMILES string, predict its activity (active/inactive) in a high-throughput screening assay against a specified biological target. (1) The drug is [O-][N+](=O)c1c2[nH]ncc2ccc1. The result is 0 (inactive). (2) The drug is S(Cc1c(F)cccc1)c1n(nnn1)c1ccc(cc1)C(O)=O. The result is 0 (inactive). (3) The drug is O(CC(=O)N1CCc2c1cccc2)C(=O)c1[nH]c(c(c1C)C(OCC)=O)C. The result is 0 (inactive). (4) The drug is Brc1ccc(NC(=O)CSc2n(Cc3occc3)c(nn2)c2nccnc2)cc1. The result is 0 (inactive). (5) The compound is Fc1ccc(C(=O)N2CCC(O)(CC2)c2cccnc2)cc1. The result is 0 (inactive). (6) The molecule is S(c1n(CCc2ccccc2)c(nn1)Cc1n(ccc1)C)CC(=O)NCC1OCCC1. The result is 0 (inactive). (7) The drug is O=C(Nc1nc(nc(c1C(=O)C)C)C)Cc1ccccc1. The result is 0 (inactive). (8) The drug is O=C(N(Cc1[nH]c2c(c(=O)n1)cccc2)Cc1ccc(OC)cc1)C(C)(C)C. The result is 0 (inactive). (9) The compound is S(=O)(=O)(N1CCOCC1)c1cc2c(n(cc(C(=O)N3CCN(CC3)c3ncccc3)c2=O)C)cc1. The result is 0 (inactive). (10) The drug is S(c1n(c2c(n1)cccc2)C(OCCCC)=O)CC(=O)N(CC)CC. The result is 0 (inactive).